Dataset: Full USPTO retrosynthesis dataset with 1.9M reactions from patents (1976-2016). Task: Predict the reactants needed to synthesize the given product. (1) Given the product [CH3:21][O:22][C:23](=[O:28])[CH2:24][CH2:25][CH2:26][N:14]1[CH2:15][CH2:16][C@@H:12]([O:11][C:10]2[CH:17]=[CH:18][C:7]([O:6][C:5]3[CH:19]=[CH:20][C:2]([Cl:1])=[CH:3][CH:4]=3)=[CH:8][CH:9]=2)[CH2:13]1, predict the reactants needed to synthesize it. The reactants are: [Cl:1][C:2]1[CH:20]=[CH:19][C:5]([O:6][C:7]2[CH:18]=[CH:17][C:10]([O:11][C@@H:12]3[CH2:16][CH2:15][NH:14][CH2:13]3)=[CH:9][CH:8]=2)=[CH:4][CH:3]=1.[CH3:21][O:22][C:23](=[O:28])[CH2:24][CH2:25][CH2:26]Br.C(=O)([O-])[O-].[K+].[K+]. (2) Given the product [CH3:1][O:2][C:3](=[O:18])[C:4]1[CH:13]=[C:12]([O:14][CH:15]([CH3:16])[CH3:17])[CH:11]=[C:6]([C:7]([OH:9])=[O:8])[CH:5]=1, predict the reactants needed to synthesize it. The reactants are: [CH3:1][O:2][C:3](=[O:18])[C:4]1[CH:13]=[C:12]([O:14][CH:15]([CH3:17])[CH3:16])[CH:11]=[C:6]([C:7]([O:9]C)=[O:8])[CH:5]=1.[OH-].[Na+]. (3) Given the product [NH2:21][C:19]1[CH:18]=[C:17]([Cl:22])[C:15]2[O:16][C:10]3[C:9]([CH3:26])=[CH:8][C:7]([C:5]([OH:6])=[O:4])=[CH:25][C:11]=3[S:12](=[O:23])(=[O:24])[CH2:13][C:14]=2[CH:20]=1, predict the reactants needed to synthesize it. The reactants are: [OH-].[Na+].C[O:4][C:5]([C:7]1[CH:8]=[C:9]([CH3:26])[C:10]2[O:16][C:15]3[C:17]([Cl:22])=[CH:18][C:19]([NH2:21])=[CH:20][C:14]=3[CH2:13][S:12](=[O:24])(=[O:23])[C:11]=2[CH:25]=1)=[O:6].